Predict the reaction yield, written as a fraction of the theoretical maximum amount of product (1.0 means a 100% yield; for example, 0.34 means a 34% yield). From a dataset of Reaction yield outcomes from USPTO patents with 853,638 reactions. (1) The product is [NH2:1][C:2]1[CH:7]=[CH:6][C:5]([Br:8])=[CH:4][C:3]=1[CH:9]=[O:10]. The reactants are [NH2:1][C:2]1[CH:7]=[CH:6][C:5]([Br:8])=[CH:4][C:3]=1[CH2:9][OH:10]. The catalyst is C(Cl)Cl.O=[Mn]=O. The yield is 0.810. (2) The reactants are [H-].[Na+].[NH:3]1[C:11]2[C:6](=[CH:7][C:8]([C:12]([O:14][CH3:15])=[O:13])=[CH:9][CH:10]=2)[CH:5]=[N:4]1.I[CH3:17]. The catalyst is CN(C=O)C. The product is [CH3:17][N:3]1[C:11]2[C:6](=[CH:7][C:8]([C:12]([O:14][CH3:15])=[O:13])=[CH:9][CH:10]=2)[CH:5]=[N:4]1. The yield is 0.380. (3) The product is [OH:15][C:16]1[C:17]([CH3:32])=[C:18]([CH3:31])[C:19]([NH:23][C:24]([C:26]2[S:27][CH:28]=[CH:29][CH:30]=2)=[O:25])=[N:20][C:21]=1[CH3:22]. The catalyst is C(Cl)(Cl)Cl.CO. The yield is 0.960. The reactants are B(Cl)(Cl)Cl.C(Cl)Cl.C([O:15][C:16]1[C:17]([CH3:32])=[C:18]([CH3:31])[C:19]([NH:23][C:24]([C:26]2[S:27][CH:28]=[CH:29][CH:30]=2)=[O:25])=[N:20][C:21]=1[CH3:22])C1C=CC=CC=1.CC1C(C)=C(C)C(C)=C(C)C=1. (4) The reactants are [N+:1]([C:4]1[C:12]([N+:13]([O-])=O)=[CH:11][C:7]2[O:8][CH2:9][O:10][C:6]=2[CH:5]=1)([O-:3])=[O:2]. The catalyst is C(O)(=O)C. The product is [N+:1]([C:4]1[C:12]([NH2:13])=[CH:11][C:7]2[O:8][CH2:9][O:10][C:6]=2[CH:5]=1)([O-:3])=[O:2]. The yield is 0.840. (5) The yield is 0.700. The reactants are [CH3:1][C:2]1[C:7]2[N:8]=[C:9]([C:11]3[CH:16]=[CH:15][C:14]([O:17][CH3:18])=[CH:13][CH:12]=3)[S:10][C:6]=2[CH:5]=[C:4]([O:19][CH3:20])[CH:3]=1.[Br:21]N1C(=O)CCC1=O. The catalyst is C(Cl)(Cl)(Cl)Cl.C(OOC(=O)C1C=CC=CC=1)(=O)C1C=CC=CC=1. The product is [Br:21][CH2:1][C:2]1[C:7]2[N:8]=[C:9]([C:11]3[CH:16]=[CH:15][C:14]([O:17][CH3:18])=[CH:13][CH:12]=3)[S:10][C:6]=2[CH:5]=[C:4]([O:19][CH3:20])[CH:3]=1. (6) The yield is 0.130. The catalyst is CS(C)=O. The product is [CH2:20]([O:27][C:28]1[CH:33]=[CH:32][N:31]([C:34]2[CH:41]=[CH:40][CH:39]=[CH:38][C:35]=2[C:36]#[N:37])[C:30](=[O:42])[C:29]=1[Br:43])[C:21]1[CH:22]=[CH:23][CH:24]=[CH:25][CH:26]=1. The reactants are BrC1C(=O)NC(C)=CC=1OCC1C=CC(F)=CC=1F.[CH2:20]([O:27][C:28]1[CH:33]=[CH:32][N:31]([C:34]2[CH:41]=[CH:40][CH:39]=[CH:38][C:35]=2[C:36]#[N:37])[C:30](=[O:42])[C:29]=1[Br:43])[C:21]1[CH:26]=[CH:25][CH:24]=[CH:23][CH:22]=1.C(=O)([O-])[O-].[Cs+].[Cs+].FC1C=CC(C#N)=CC=1. (7) The reactants are [OH:1][C:2]1[CH:3]=[C:4]([N+:12]([O-:14])=[O:13])[C:5]([CH3:11])=[C:6]([CH:10]=1)[C:7]([OH:9])=[O:8].S(Cl)(Cl)=O.[CH3:19]O. No catalyst specified. The product is [OH:1][C:2]1[CH:3]=[C:4]([N+:12]([O-:14])=[O:13])[C:5]([CH3:11])=[C:6]([CH:10]=1)[C:7]([O:9][CH3:19])=[O:8]. The yield is 0.800. (8) The product is [CH3:26][C:21]1[CH:20]=[C:19]([N:1]2[C:9]3[C:4](=[CH:5][CH:6]=[CH:7][CH:8]=3)[CH:3]=[CH:2]2)[CH:24]=[C:23]([CH3:25])[CH:22]=1. The catalyst is [Cu]I.C(N(CC)C(=O)C1C(=CC=CC=1)O)C.O.C(OCC)(=O)C. The yield is 0.890. The reactants are [NH:1]1[C:9]2[C:4](=[CH:5][CH:6]=[CH:7][CH:8]=2)[CH:3]=[CH:2]1.[O-]P([O-])([O-])=O.[K+].[K+].[K+].Br[C:19]1[CH:20]=[C:21]([CH3:26])[CH:22]=[C:23]([CH3:25])[CH:24]=1.[OH-].[NH4+].CCCCCCCCCCCC. (9) The reactants are [C:1]([C:3]1[N:4]=[CH:5][N:6]([CH3:11])[C:7]=1[C:8](O)=[O:9])#[N:2].[CH2:12]([SH:14])[CH3:13].C1CCC(N=C=NC2CCCCC2)CC1. The catalyst is CN(C1C=CN=CC=1)C.C(Cl)Cl. The product is [C:1]([C:3]1[N:4]=[CH:5][N:6]([CH3:11])[C:7]=1[C:8](=[O:9])[S:14][CH2:12][CH3:13])#[N:2]. The yield is 0.930. (10) The reactants are [H-].[Na+].[N+:3]([C:6]1[CH:14]=[C:13]2[C:9]([CH:10]=[CH:11][NH:12]2)=[CH:8][CH:7]=1)([O-:5])=[O:4].[Cl:15][CH2:16][CH2:17][CH2:18]I. The catalyst is CN(C=O)C. The product is [Cl:15][CH2:16][CH2:17][CH2:18][N:12]1[C:13]2[C:9](=[CH:8][CH:7]=[C:6]([N+:3]([O-:5])=[O:4])[CH:14]=2)[CH:10]=[CH:11]1. The yield is 0.900.